Task: Predict which catalyst facilitates the given reaction.. Dataset: Catalyst prediction with 721,799 reactions and 888 catalyst types from USPTO (1) Reactant: OC[C:3]1[C:16]2[C:11](=[CH:12][CH:13]=[CH:14][CH:15]=2)[C:10](CNC)=[C:9]2[C:4]=1[CH:5]=[CH:6][CH:7]=[CH:8]2.[C:20]([O-])([O-])=O.[K+].[K+]. Product: [CH3:20][C:11]1[C:16]2[C:15](=[CH:10][C:9]3[C:4]([CH:3]=2)=[CH:5][CH:6]=[CH:7][CH:8]=3)[CH:14]=[CH:13][CH:12]=1. The catalyst class is: 10. (2) Reactant: [CH3:1][O:2][C:3]1[CH:8]=[C:7]([C:9]([NH:11]C(=O)/C=C\C(O)=O)=[O:10])[CH:6]=[CH:5][N:4]=1.O=P(Cl)(Cl)Cl.[NH2:24][NH:25][C:26]([C:35]1[CH:40]=[CH:39][C:38]([Cl:41])=[CH:37][N:36]=1)=[N:27][C:28]1[CH:33]=[CH:32][CH:31]=[CH:30][C:29]=1[Cl:34].C([O-])([O-])=O.[K+].[K+]. Product: [Cl:41][C:38]1[CH:39]=[CH:40][C:35]([C:26]2[N:27]([C:28]3[CH:33]=[CH:32][CH:31]=[CH:30][C:29]=3[Cl:34])[C:6](/[CH:7]=[CH:8]/[C:3]3[O:10][C:9]([C:7]4[CH:6]=[CH:5][N:4]=[C:3]([O:2][CH3:1])[CH:8]=4)=[N:11][N:4]=3)=[N:24][N:25]=2)=[N:36][CH:37]=1. The catalyst class is: 23.